Predict which catalyst facilitates the given reaction. From a dataset of Catalyst prediction with 721,799 reactions and 888 catalyst types from USPTO. (1) Reactant: [S-:1][C:2]#[N:3].[K+].[NH2:5][C:6]1[CH:25]=[CH:24][C:9]([O:10][C:11]2[CH:12]=[C:13]([NH:17][C:18](=[O:23])[C:19]([F:22])([F:21])[F:20])[CH:14]=[CH:15][CH:16]=2)=[C:8]([C:26]#[N:27])[CH:7]=1.BrBr. Product: [NH2:3][C:2]1[S:1][C:7]2[C:8]([C:26]#[N:27])=[C:9]([O:10][C:11]3[CH:12]=[C:13]([NH:17][C:18](=[O:23])[C:19]([F:21])([F:22])[F:20])[CH:14]=[CH:15][CH:16]=3)[CH:24]=[CH:25][C:6]=2[N:5]=1. The catalyst class is: 15. (2) Reactant: Cl[CH2:2][C:3]([O:5][C:6]([CH3:9])([CH3:8])[CH3:7])=[O:4].[Cl:10][C:11]1[C:12]([F:37])=[C:13]([CH:34]=[CH:35][CH:36]=1)[NH:14][C:15]1[C:24]2[C:19](=[CH:20][C:21]([O:32][CH3:33])=[C:22]([O:25][CH:26]3[CH2:31][CH2:30][NH:29][CH2:28][CH2:27]3)[CH:23]=2)[N:18]=[CH:17][N:16]=1.[I-].[K+].C(=O)([O-])[O-].[K+].[K+]. Product: [C:6]([O:5][C:3](=[O:4])[CH2:2][N:29]1[CH2:30][CH2:31][CH:26]([O:25][C:22]2[CH:23]=[C:24]3[C:19](=[CH:20][C:21]=2[O:32][CH3:33])[N:18]=[CH:17][N:16]=[C:15]3[NH:14][C:13]2[CH:34]=[CH:35][CH:36]=[C:11]([Cl:10])[C:12]=2[F:37])[CH2:27][CH2:28]1)([CH3:9])([CH3:8])[CH3:7]. The catalyst class is: 44. (3) Reactant: CC1[N:3]([C:8]2[CH:12]=[C:11]([CH:13]3[CH2:16][O:15][CH2:14]3)[NH:10][N:9]=2)C(C)=CC=1.CCO.NO.Cl.C([O-])(O)=O.[Na+]. Product: [O:15]1[CH2:16][CH:13]([C:11]2[NH:10][N:9]=[C:8]([NH2:3])[CH:12]=2)[CH2:14]1. The catalyst class is: 6. (4) Reactant: [CH2:1]([N:8]([CH3:25])[CH:9]1[CH2:14][CH2:13][C:12]([C:16]2[CH:21]=[CH:20][N:19]=[C:18]([N:22]([CH3:24])[CH3:23])[CH:17]=2)(O)[CH2:11][CH2:10]1)[C:2]1[CH:7]=[CH:6][CH:5]=[CH:4][CH:3]=1.CC1C=CC(S(O)(=O)=O)=CC=1. Product: [CH2:1]([N:8]([CH3:25])[CH:9]1[CH2:14][CH2:13][C:12]([C:16]2[CH:21]=[CH:20][N:19]=[C:18]([N:22]([CH3:24])[CH3:23])[CH:17]=2)=[CH:11][CH2:10]1)[C:2]1[CH:7]=[CH:6][CH:5]=[CH:4][CH:3]=1. The catalyst class is: 11. (5) Reactant: [Cl:1][C:2]1[CH:21]=[CH:20][C:5]([CH2:6][N:7]2[C:15]3[C:10](=[CH:11][C:12](C(O)=O)=[CH:13][CH:14]=3)[CH:9]=[C:8]2[CH3:19])=[CH:4][CH:3]=1.P(N=[N+]=[N-])(=O)([O:30][C:31]1C=CC=CC=1)OC1C=CC=CC=1.C([N:43](CC)CC)C.[C:48]([OH:52])([CH3:51])([CH3:50])[CH3:49]. Product: [Cl:1][C:2]1[CH:3]=[CH:4][C:5]([CH2:6][N:7]2[C:15]3[C:10](=[CH:11][C:12]([NH:43][C:31](=[O:30])[O:52][C:48]([CH3:51])([CH3:50])[CH3:49])=[CH:13][CH:14]=3)[CH:9]=[C:8]2[CH3:19])=[CH:20][CH:21]=1. The catalyst class is: 13. (6) Reactant: [C:1]([O:5][C:6]([N:8]1[CH2:13][CH2:12][CH:11]([O:14][C:15]2[C:20]([C:21](=[O:23])[NH2:22])=[CH:19][C:18]([N+:24]([O-])=O)=[C:17]([CH3:27])[CH:16]=2)[CH2:10][CH2:9]1)=[O:7])([CH3:4])([CH3:3])[CH3:2]. Product: [C:1]([O:5][C:6]([N:8]1[CH2:13][CH2:12][CH:11]([O:14][C:15]2[C:20]([C:21](=[O:23])[NH2:22])=[CH:19][C:18]([NH2:24])=[C:17]([CH3:27])[CH:16]=2)[CH2:10][CH2:9]1)=[O:7])([CH3:4])([CH3:3])[CH3:2]. The catalyst class is: 19.